From a dataset of Catalyst prediction with 721,799 reactions and 888 catalyst types from USPTO. Predict which catalyst facilitates the given reaction. (1) Reactant: [CH3:1][O:2][CH2:3][C:4]1[CH:5]=[C:6]([CH:15]=[CH:16][C:17]=1[N+:18]([O-])=O)[C:7]([NH:9][C:10]1[S:11][CH:12]=[CH:13][N:14]=1)=[O:8].CCO.C(OCC)(=O)C. Product: [NH2:18][C:17]1[CH:16]=[CH:15][C:6]([C:7]([NH:9][C:10]2[S:11][CH:12]=[CH:13][N:14]=2)=[O:8])=[CH:5][C:4]=1[CH2:3][O:2][CH3:1]. The catalyst class is: 331. (2) Product: [Cl:21][C:22]1[N:27]=[C:26]([NH:1][C:2]2[CH:3]=[C:4]([CH:9]=[CH:10][CH:11]=2)[C:5]([NH:7][CH3:8])=[O:6])[C:25]([C:29]#[N:30])=[CH:24][N:23]=1.[Cl:28][C:26]1[C:25]([C:29]#[N:30])=[CH:24][N:23]=[C:22]([NH:1][C:2]2[CH:3]=[C:4]([CH:9]=[CH:10][CH:11]=2)[C:5]([NH:7][CH3:8])=[O:6])[N:27]=1. Reactant: [NH2:1][C:2]1[CH:3]=[C:4]([CH:9]=[CH:10][CH:11]=1)[C:5]([NH:7][CH3:8])=[O:6].C(N(C(C)C)C(C)C)C.[Cl:21][C:22]1[N:27]=[C:26]([Cl:28])[C:25]([C:29]#[N:30])=[CH:24][N:23]=1. The catalyst class is: 57. (3) The catalyst class is: 7. Reactant: [C:1]([NH:4][NH:5][C:6]([C:8]1[N:9]=[N:10][C:11]([Cl:14])=[CH:12][CH:13]=1)=[O:7])(=O)[CH3:2].CC[N+](S(N=C(OC)[O-])(=O)=O)(CC)CC.OP([O-])(O)=O.[K+]. Product: [Cl:14][C:11]1[N:10]=[N:9][C:8]([C:6]2[O:7][C:1]([CH3:2])=[N:4][N:5]=2)=[CH:13][CH:12]=1.